From a dataset of Full USPTO retrosynthesis dataset with 1.9M reactions from patents (1976-2016). Predict the reactants needed to synthesize the given product. (1) Given the product [F:1][C@H:2]1[CH2:19][C@@:17]2([CH3:18])[C@@H:13]([CH2:14][CH:15]=[C:16]2[C:20]2[CH:21]=[N:22][CH:23]=[C:24]([F:26])[CH:25]=2)[C@H:12]2[C@H:3]1[C:4]1[CH:5]=[CH:6][C:7]([C:27]([NH:31][CH2:32][CH2:33][CH2:34][C:35]([OH:37])=[O:36])=[O:28])=[CH:8][C:9]=1[CH2:10][CH2:11]2, predict the reactants needed to synthesize it. The reactants are: [F:1][C@H:2]1[CH2:19][C@@:17]2([CH3:18])[C@@H:13]([CH2:14][CH:15]=[C:16]2[C:20]2[CH:21]=[N:22][CH:23]=[C:24]([F:26])[CH:25]=2)[C@H:12]2[C@H:3]1[C:4]1[CH:5]=[CH:6][C:7]([C:27](O)=[O:28])=[CH:8][C:9]=1[CH2:10][CH2:11]2.Cl.[NH2:31][CH2:32][CH2:33][CH2:34][C:35]([O:37]C)=[O:36]. (2) Given the product [CH3:30][C:2]([CH3:1])([CH3:31])[C:3]([N:5]([CH2:23][CH:24]1[CH2:28][O:27][C:26](=[O:29])[O:25]1)[C:6]1[C:11]([CH2:12][CH2:13][C:14]([O:16][CH2:17][CH2:18][CH2:19][CH3:20])=[O:15])=[CH:10][CH:9]=[C:8]([O:21][CH3:22])[N:7]=1)=[O:4], predict the reactants needed to synthesize it. The reactants are: [CH3:1][C:2]([CH3:31])([CH3:30])[C:3]([N:5]([CH2:23][CH:24]1[CH2:28][O:27][C:26](=[O:29])[O:25]1)[C:6]1[C:11](/[CH:12]=[CH:13]/[C:14]([O:16][CH2:17][CH2:18][CH2:19][CH3:20])=[O:15])=[CH:10][CH:9]=[C:8]([O:21][CH3:22])[N:7]=1)=[O:4].[H][H]. (3) Given the product [NH2:1][C:2]1[CH:3]=[C:4]([CH:33]=[CH:34][C:35]=1[NH2:36])[O:5][CH2:6][C@H:7]([NH:14][C:15]1[N:32]=[CH:31][CH:30]=[CH:29][C:16]=1[C:17]([NH:19][CH2:20][C:21]1[CH:26]=[CH:25][C:24]([F:27])=[C:23]([F:28])[CH:22]=1)=[O:18])[C:8]1[CH:13]=[CH:12][CH:11]=[CH:10][CH:9]=1, predict the reactants needed to synthesize it. The reactants are: [NH2:1][C:2]1[CH:3]=[C:4]([CH:33]=[CH:34][C:35]=1[N+:36]([O-])=O)[O:5][CH2:6][C@H:7]([NH:14][C:15]1[N:32]=[CH:31][CH:30]=[CH:29][C:16]=1[C:17]([NH:19][CH2:20][C:21]1[CH:26]=[CH:25][C:24]([F:27])=[C:23]([F:28])[CH:22]=1)=[O:18])[C:8]1[CH:13]=[CH:12][CH:11]=[CH:10][CH:9]=1.CO.Cl. (4) Given the product [N:9]1[CH:18]=[CH:17][CH:16]=[C:11]([CH2:12][CH2:13][C:17]2[C:16]3[C:11](=[CH:12][CH:13]=[CH:14][CH:15]=3)[C:10](=[O:19])[NH:9][CH:18]=2)[CH:10]=1, predict the reactants needed to synthesize it. The reactants are: N1C=CC=C(C=C[N:9]2[CH:18]=[CH:17][C:16]3[C:11](=[CH:12][CH:13]=[CH:14][CH:15]=3)[C:10]2=[O:19])C=1. (5) Given the product [O:34]1[C:30]([C:26]2[CH:25]=[C:24]([NH:23][C:19]3[N:18]=[C:17]([C:16]4[C:8]([C:4]5[CH:3]=[C:2]([NH:1][C:41](=[O:42])[CH2:40][C:36]6[S:35][CH:39]=[CH:38][CH:37]=6)[CH:7]=[CH:6][CH:5]=5)=[N:9][N:10]5[CH:15]=[CH:14][CH:13]=[CH:12][C:11]=45)[CH:22]=[CH:21][N:20]=3)[CH:29]=[CH:28][CH:27]=2)=[CH:31][N:32]=[CH:33]1, predict the reactants needed to synthesize it. The reactants are: [NH2:1][C:2]1[CH:3]=[C:4]([C:8]2[C:16]([C:17]3[CH:22]=[CH:21][N:20]=[C:19]([NH:23][C:24]4[CH:29]=[CH:28][CH:27]=[C:26]([C:30]5[O:34][CH:33]=[N:32][CH:31]=5)[CH:25]=4)[N:18]=3)=[C:11]3[CH:12]=[CH:13][CH:14]=[CH:15][N:10]3[N:9]=2)[CH:5]=[CH:6][CH:7]=1.[S:35]1[CH:39]=[CH:38][CH:37]=[C:36]1[CH2:40][C:41](Cl)=[O:42].C(O)C(N)(CO)CO.